This data is from Forward reaction prediction with 1.9M reactions from USPTO patents (1976-2016). The task is: Predict the product of the given reaction. (1) Given the reactants [CH:1]1([CH2:4][C:5]2[C:6]([CH2:27]O)=[N:7][C:8]([O:25][CH3:26])=[C:9]([CH:22]([CH3:24])[CH3:23])[C:10]=2[C:11]([C:13]2[CH:14]=[C:15]([CH:18]=[C:19]([CH3:21])[CH:20]=2)[C:16]#[N:17])=[O:12])[CH2:3][CH2:2]1.[Br-:29].[Br-].C1(P(C2C=CC=CC=2)C2C=CC=CC=2)C=CC=CC=1, predict the reaction product. The product is: [Br:29][CH2:27][C:6]1[C:5]([CH2:4][CH:1]2[CH2:3][CH2:2]2)=[C:10]([C:11]([C:13]2[CH:14]=[C:15]([CH:18]=[C:19]([CH3:21])[CH:20]=2)[C:16]#[N:17])=[O:12])[C:9]([CH:22]([CH3:24])[CH3:23])=[C:8]([O:25][CH3:26])[N:7]=1. (2) The product is: [Cl:1][C:2]1[CH:7]=[CH:6][C:5]([S:8][CH:50]([C:44]2[CH:45]=[C:46]([F:49])[CH:47]=[CH:48][C:43]=2[F:42])[CH2:51][CH2:52][CH2:53][CH3:54])=[CH:4][CH:3]=1. Given the reactants [Cl:1][C:2]1[CH:7]=[CH:6][C:5]([SH:8])=[CH:4][CH:3]=1.C1(P(C2C=CC=CC=2)C2C=CC=CC=2)C=CC=CC=1.N(C(OC(C)C)=O)=NC(OC(C)C)=O.[F:42][C:43]1[CH:48]=[CH:47][C:46]([F:49])=[CH:45][C:44]=1[CH:50](O)[CH2:51][CH2:52][CH2:53][CH3:54], predict the reaction product. (3) Given the reactants Cl[CH:2]([C:7](=O)[CH2:8][CH3:9])[C:3]([O:5][CH3:6])=[O:4].[CH3:11][C:12]1[CH:17]=[C:16]([CH3:18])[CH:15]=[CH:14][C:13]=1[C:19]1[CH:24]=[CH:23][N:22]=[N:21][C:20]=1[NH2:25], predict the reaction product. The product is: [CH3:6][O:5][C:3]([C:2]1[N:21]2[N:22]=[CH:23][CH:24]=[C:19]([C:13]3[CH:14]=[CH:15][C:16]([CH3:18])=[CH:17][C:12]=3[CH3:11])[C:20]2=[N:25][C:7]=1[CH2:8][CH3:9])=[O:4]. (4) Given the reactants [Br:1][C:2]1[CH:7]=[CH:6][C:5]([C:8]2[C:17]([C:18]3[CH:23]=[CH:22][C:21]([Br:24])=[CH:20][CH:19]=3)=[N:16][C:15]3[C:10](=[CH:11][CH:12]=[CH:13][C:14]=3[N+:25]([O-])=O)[N:9]=2)=[CH:4][CH:3]=1, predict the reaction product. The product is: [Br:1][C:2]1[CH:3]=[CH:4][C:5]([C:8]2[C:17]([C:18]3[CH:23]=[CH:22][C:21]([Br:24])=[CH:20][CH:19]=3)=[N:16][C:15]3[C:10](=[CH:11][CH:12]=[CH:13][C:14]=3[NH2:25])[N:9]=2)=[CH:6][CH:7]=1. (5) Given the reactants [CH3:1][O:2][C:3]1[CH:8]=[CH:7][C:6]([S:9]([N:12]2[CH2:17][CH2:16][N:15]([CH:18]([C:20]3[NH:29][C:28](=O)[C:27]4[C:22](=[CH:23][CH:24]=[CH:25][CH:26]=4)[N:21]=3)[CH3:19])[CH2:14][CH2:13]2)(=[O:11])=[O:10])=[CH:5][CH:4]=1.P(Cl)(Cl)([Cl:33])=O, predict the reaction product. The product is: [Cl:33][C:28]1[C:27]2[C:22](=[CH:23][CH:24]=[CH:25][CH:26]=2)[N:21]=[C:20]([CH:18]([N:15]2[CH2:16][CH2:17][N:12]([S:9]([C:6]3[CH:7]=[CH:8][C:3]([O:2][CH3:1])=[CH:4][CH:5]=3)(=[O:11])=[O:10])[CH2:13][CH2:14]2)[CH3:19])[N:29]=1. (6) Given the reactants [NH2:1][C:2]1[N:11]=[CH:10][C:9]2[NH:8][C:7](=[O:12])[C@H:6]([CH3:13])[N:5]([CH2:14][C:15]3[C:20]([CH3:21])=[C:19]([O:22][CH3:23])[C:18]([CH3:24])=[CH:17][N:16]=3)[C:4]=2[N:3]=1.[C:25]1(P(C2C=CC=CC=2)C2C=CC=CC=2)C=CC=CC=1.CO.CC(OC(/N=N/C(OC(C)C)=O)=O)C, predict the reaction product. The product is: [NH2:1][C:2]1[N:11]=[CH:10][C:9]2[N:8]([CH3:25])[C:7](=[O:12])[C@H:6]([CH3:13])[N:5]([CH2:14][C:15]3[C:20]([CH3:21])=[C:19]([O:22][CH3:23])[C:18]([CH3:24])=[CH:17][N:16]=3)[C:4]=2[N:3]=1. (7) Given the reactants [CH:1]1([Mg]Br)[CH2:3][CH2:2]1.[CH2:6]([C@H:13]1[N:18]([C:19]([C:21]2[N:22]=[CH:23][N:24]([CH:32]3[CH2:39][CH2:38][CH2:37][CH2:36][C:33]43[O:35][CH2:34]4)[C:25]=2[C:26]2[CH:31]=[CH:30][CH:29]=[CH:28][CH:27]=2)=[O:20])[CH2:17][CH2:16][N:15]([C:40]([O:42][C:43]([CH3:46])([CH3:45])[CH3:44])=[O:41])[CH2:14]1)[C:7]1[CH:12]=[CH:11][CH:10]=[CH:9][CH:8]=1.[Cl-].[NH4+], predict the reaction product. The product is: [CH2:6]([C@H:13]1[N:18]([C:19]([C:21]2[N:22]=[CH:23][N:24]([C@@H:32]3[CH2:39][CH2:38][CH2:37][CH2:36][C@:33]3([CH2:34][CH:1]3[CH2:3][CH2:2]3)[OH:35])[C:25]=2[C:26]2[CH:31]=[CH:30][CH:29]=[CH:28][CH:27]=2)=[O:20])[CH2:17][CH2:16][N:15]([C:40]([O:42][C:43]([CH3:45])([CH3:46])[CH3:44])=[O:41])[CH2:14]1)[C:7]1[CH:8]=[CH:9][CH:10]=[CH:11][CH:12]=1.[CH2:6]([C@H:13]1[N:18]([C:19]([C:21]2[N:22]=[CH:23][N:24]([C@H:32]3[CH2:39][CH2:38][CH2:37][CH2:36][C@@:33]3([CH2:34][CH:1]3[CH2:3][CH2:2]3)[OH:35])[C:25]=2[C:26]2[CH:31]=[CH:30][CH:29]=[CH:28][CH:27]=2)=[O:20])[CH2:17][CH2:16][N:15]([C:40]([O:42][C:43]([CH3:45])([CH3:46])[CH3:44])=[O:41])[CH2:14]1)[C:7]1[CH:8]=[CH:9][CH:10]=[CH:11][CH:12]=1. (8) Given the reactants [NH:1]1[C:9]2[C:4](=[CH:5][C:6]([NH:10][C:11]3[N:20]=[CH:19][C:18]([CH:21]4[CH2:23][CH2:22]4)=[CH:17][C:12]=3[C:13]([O:15]C)=[O:14])=[CH:7][CH:8]=2)[CH:3]=[CH:2]1.Br[CH2:25][C:26]1[CH:31]=[CH:30][CH:29]=[C:28]([O:32][C:33]([F:36])([F:35])[F:34])[CH:27]=1.[H-].[Na+].[OH-].[Na+].Cl, predict the reaction product. The product is: [CH:21]1([C:18]2[CH:19]=[N:20][C:11]([NH:10][C:6]3[CH:5]=[C:4]4[C:9](=[CH:8][CH:7]=3)[N:1]([CH2:25][C:26]3[CH:31]=[CH:30][CH:29]=[C:28]([O:32][C:33]([F:34])([F:35])[F:36])[CH:27]=3)[CH:2]=[CH:3]4)=[C:12]([CH:17]=2)[C:13]([OH:15])=[O:14])[CH2:23][CH2:22]1. (9) Given the reactants Br[C:2]1[CH:8]=[CH:7][C:5]([NH2:6])=[C:4]([F:9])[CH:3]=1.[CH2:10]([CH:13]1[CH2:18][CH2:17][CH2:16][CH2:15][CH2:14]1)[CH:11]=[CH2:12].CC1C=CC=CC=1P(C1C=CC=CC=1C)C1C=CC=CC=1C.C(N(CC)CC)C, predict the reaction product. The product is: [CH:13]1([CH2:10]/[CH:11]=[CH:12]/[C:2]2[CH:8]=[CH:7][C:5]([NH2:6])=[C:4]([F:9])[CH:3]=2)[CH2:18][CH2:17][CH2:16][CH2:15][CH2:14]1.